This data is from Reaction yield outcomes from USPTO patents with 853,638 reactions. The task is: Predict the reaction yield, written as a fraction of the theoretical maximum amount of product (1.0 means a 100% yield; for example, 0.34 means a 34% yield). (1) The product is [Br:13][C:10]1[CH:9]=[CH:8][CH:7]=[C:6]2[C:11]=1[CH:12]=[N:4][NH:5]2. The reactants are C([N:4]1[CH:12]=[C:11]2[C:6]([CH:7]=[CH:8][CH:9]=[C:10]2[Br:13])=[N:5]1)(=O)C. The yield is 0.880. The catalyst is Cl. (2) The reactants are C([O:8][C:9]1[CH:10]=[C:11]2[C:15](=[CH:16][CH:17]=1)[N:14]([CH3:18])[CH:13]=[CH:12]2)C1C=CC=CC=1. The catalyst is CCO.[Pd]. The product is [CH3:18][N:14]1[C:15]2[C:11](=[CH:10][C:9]([OH:8])=[CH:17][CH:16]=2)[CH:12]=[CH:13]1. The yield is 0.980. (3) The reactants are [CH3:1][Si:2]([CH3:15])([CH3:14])[CH2:3][CH2:4][O:5][CH2:6][N:7]1[CH:11]=[C:10]([C:12]#[N:13])[N:9]=[CH:8]1.C1C(=O)N([Br:23])C(=O)C1.CC(N=NC(C#N)(C)C)(C#N)C. The catalyst is C(Cl)(Cl)(Cl)Cl.CCOC(C)=O. The product is [Br:23][C:8]1[N:7]([CH2:6][O:5][CH2:4][CH2:3][Si:2]([CH3:15])([CH3:14])[CH3:1])[CH:11]=[C:10]([C:12]#[N:13])[N:9]=1. The yield is 0.770.